Dataset: Catalyst prediction with 721,799 reactions and 888 catalyst types from USPTO. Task: Predict which catalyst facilitates the given reaction. (1) Reactant: [C:1]1([C:7]2[C:8]([C:16]3[CH:21]=[CH:20][C:19]([CH:22](O)[CH3:23])=[CH:18][CH:17]=3)=[N:9][C:10]3[N:11]([CH:13]=[CH:14][N:15]=3)[CH:12]=2)[CH:6]=[CH:5][CH:4]=[CH:3][CH:2]=1.P(Br)(Br)[Br:26]. Product: [Br:26][CH:22]([C:19]1[CH:20]=[CH:21][C:16]([C:8]2[C:7]([C:1]3[CH:6]=[CH:5][CH:4]=[CH:3][CH:2]=3)=[CH:12][N:11]3[CH:13]=[CH:14][N:15]=[C:10]3[N:9]=2)=[CH:17][CH:18]=1)[CH3:23]. The catalyst class is: 4. (2) Reactant: [F:1][C:2]1[CH:3]=[C:4](B(O)O)[CH:5]=[CH:6][C:7]=1[C:8]([N:10]1[CH2:15][CH2:14][O:13][CH2:12][CH2:11]1)=[O:9].Br[C:20]1[CH:21]=[C:22]([C:27]2[N:28]=[N:29][N:30]([CH:32]([CH3:34])[CH3:33])[CH:31]=2)[C:23]([NH2:26])=[N:24][CH:25]=1.O.C([O-])([O-])=O.[Cs+].[Cs+]. Product: [NH2:26][C:23]1[N:24]=[CH:25][C:20]([C:4]2[CH:5]=[CH:6][C:7]([C:8]([N:10]3[CH2:15][CH2:14][O:13][CH2:12][CH2:11]3)=[O:9])=[C:2]([F:1])[CH:3]=2)=[CH:21][C:22]=1[C:27]1[N:28]=[N:29][N:30]([CH:32]([CH3:34])[CH3:33])[CH:31]=1. The catalyst class is: 752. (3) Reactant: Cl.[N:2]1[CH:7]=[CH:6][C:5]([CH2:8]Cl)=[CH:4][CH:3]=1.C(=O)([O-])[O-].[K+].[K+].[I:16][C:17]1[CH:22]=[CH:21][CH:20]=[CH:19][C:18]=1[OH:23]. Product: [I:16][C:17]1[CH:22]=[CH:21][CH:20]=[CH:19][C:18]=1[O:23][CH2:8][C:5]1[CH:6]=[CH:7][N:2]=[CH:3][CH:4]=1. The catalyst class is: 21. (4) Reactant: Br[CH2:2][C:3]1[CH:11]=[CH:10][C:6]([C:7]([OH:9])=[O:8])=[CH:5][CH:4]=1.[C:12](=O)([O-])[O-].[K+].[K+].[NH:18]1[CH2:23][CH2:22][O:21][CH2:20][CH2:19]1. Product: [O:21]1[CH2:22][CH2:23][N:18]([CH2:2][C:3]2[CH:11]=[CH:10][C:6]([C:7]([O:9][CH3:12])=[O:8])=[CH:5][CH:4]=2)[CH2:19][CH2:20]1. The catalyst class is: 10. (5) Reactant: [OH:1][N:2]=[CH:3][C:4]1[N:5]=[C:6]([CH:9]2[CH2:14][CH2:13][N:12]([C:15]([O:17][C:18]([CH3:21])([CH3:20])[CH3:19])=[O:16])[CH2:11][CH2:10]2)[S:7][CH:8]=1.ClN1C(=O)CCC1=O.[CH3:30][C:31]1[C:36]([CH3:37])=[CH:35][C:34]([OH:38])=[C:33]([C:39]([CH3:41])=[CH2:40])[CH:32]=1.C(=O)([O-])O.[K+]. Product: [OH:38][C:34]1[CH:35]=[C:36]([CH3:37])[C:31]([CH3:30])=[CH:32][C:33]=1[C:39]1([CH3:41])[O:1][N:2]=[C:3]([C:4]2[N:5]=[C:6]([CH:9]3[CH2:10][CH2:11][N:12]([C:15]([O:17][C:18]([CH3:21])([CH3:20])[CH3:19])=[O:16])[CH2:13][CH2:14]3)[S:7][CH:8]=2)[CH2:40]1. The catalyst class is: 84. (6) Reactant: [NH2:1][C:2]1[N:7]=[C:6]2[N:8]([CH2:11][C:12]([OH:14])=O)[N:9]=[CH:10][C:5]2=[C:4]([C:15]2[O:16][CH:17]=[CH:18][CH:19]=2)[N:3]=1.[C:20]([C:27]1[NH:28][CH:29]=[CH:30][N:31]=1)([C:22]1NC=CN=1)=O.NC1C=CC=CN=1. Product: [NH2:1][C:2]1[N:7]=[C:6]2[N:8]([CH2:11][C:12]([NH:28][C:27]3[CH:20]=[CH:22][CH:29]=[CH:30][N:31]=3)=[O:14])[N:9]=[CH:10][C:5]2=[C:4]([C:15]2[O:16][CH:17]=[CH:18][CH:19]=2)[N:3]=1. The catalyst class is: 18. (7) Reactant: O[O:2][S:3]([O-:5])=O.[K+].[CH3:7][C:8]1[CH:9]=[C:10]([C:13]2[C:14]([C:33]3[CH:38]=[CH:37][CH:36]=[CH:35][CH:34]=3)=[C:15]([C:19]([C:21]([C:23]3[CH:28]=[CH:27][C:26]([O:29][CH3:30])=[C:25]([O:31][CH3:32])[CH:24]=3)=[O:22])=[O:20])[CH:16]=[CH:17][CH:18]=2)SC=1.[CH3:39]O.O1CC[CH2:43][CH2:42]1. Product: [CH3:39][S:3]([C:7]1[CH:8]=[CH:9][C:10]([C:13]2[C:14]([C:33]3[CH:34]=[CH:35][CH:36]=[CH:37][CH:38]=3)=[C:15]([C:19]([C:21]([C:23]3[CH:28]=[CH:27][C:26]([O:29][CH3:30])=[C:25]([O:31][CH3:32])[CH:24]=3)=[O:22])=[O:20])[CH:16]=[CH:17][CH:18]=2)=[CH:43][CH:42]=1)(=[O:5])=[O:2]. The catalyst class is: 6. (8) Reactant: [Br:1][C:2]1[CH:9]=[CH:8][C:5]([CH:6]=[O:7])=[C:4]([F:10])[CH:3]=1.[CH2:11]([Mg]Cl)[CH2:12][CH3:13]. Product: [Br:1][C:2]1[CH:9]=[CH:8][C:5]([CH:6]([OH:7])[CH2:11][CH2:12][CH3:13])=[C:4]([F:10])[CH:3]=1. The catalyst class is: 7. (9) Reactant: [CH:1]([N:4]1[CH:9]2[CH2:10][CH2:11][CH2:12][CH:5]1[CH2:6][C:7](=O)[CH2:8]2)([CH3:3])[CH3:2].N1C=CC=CC=1.Cl.[NH2:21][OH:22]. Product: [CH:1]([N:4]1[CH:9]2[CH2:10][CH2:11][CH2:12][CH:5]1[CH2:6][C:7](=[N:21][OH:22])[CH2:8]2)([CH3:3])[CH3:2]. The catalyst class is: 8.